This data is from Forward reaction prediction with 1.9M reactions from USPTO patents (1976-2016). The task is: Predict the product of the given reaction. (1) Given the reactants [CH3:1][N:2]1[CH:6]=[C:5]([C:7]2[CH:8]=[C:9]([CH:14]=[C:15]([C:17]([F:20])([F:19])[F:18])[CH:16]=2)[C:10]([O:12]C)=[O:11])[CH:4]=[N:3]1.[OH-].[Na+], predict the reaction product. The product is: [CH3:1][N:2]1[CH:6]=[C:5]([C:7]2[CH:8]=[C:9]([CH:14]=[C:15]([C:17]([F:18])([F:19])[F:20])[CH:16]=2)[C:10]([OH:12])=[O:11])[CH:4]=[N:3]1. (2) Given the reactants [CH3:1][C:2]1[S:6][C:5]2[CH:7]=[C:8]([O:11][C:12]3[CH:17]=[CH:16][N:15]=[C:14]4[CH:18]=[C:19]([CH3:21])[S:20][C:13]=34)[CH:9]=[CH:10][C:4]=2[C:3]=1[C:22](Cl)=[O:23].[N:25]1([CH2:31][CH2:32][CH2:33][NH2:34])[CH2:30][CH2:29][O:28][CH2:27][CH2:26]1, predict the reaction product. The product is: [N:25]1([CH2:31][CH2:32][CH2:33][NH:34][C:22]([C:3]2[C:4]3[CH:10]=[CH:9][C:8]([O:11][C:12]4[CH:17]=[CH:16][N:15]=[C:14]5[CH:18]=[C:19]([CH3:21])[S:20][C:13]=45)=[CH:7][C:5]=3[S:6][C:2]=2[CH3:1])=[O:23])[CH2:30][CH2:29][O:28][CH2:27][CH2:26]1. (3) Given the reactants [CH3:1][S:2]([CH2:5][CH2:6][O:7][C:8]1[CH:14]=[CH:13][C:11]([NH2:12])=[CH:10][CH:9]=1)(=[O:4])=[O:3].COCCN(C)C1C=CC(N[C:27]2[N:28]=[C:29]([O:36][C:37]3[CH:42]=[CH:41][CH:40]=[C:39]([N+:43]([O-])=O)[CH:38]=3)[C:30]3C=CN[C:31]=3[N:32]=2)=CC=1.[C:47]([O-:50])([O-])=O.[K+].[K+].C1(P([CH:81]2[CH2:86]CCCC2)C2C=CC=CC=2C2C(C(C)C)=CC(C(C)C)=CC=2C(C)C)CCCCC1.C[C:88]([OH:91])(C)C, predict the reaction product. The product is: [CH3:88][O:91][C:30]1[C:29]([O:36][C:37]2[CH:38]=[C:39]([NH:43][C:47](=[O:50])[CH:86]=[CH2:81])[CH:40]=[CH:41][CH:42]=2)=[N:28][C:27]([NH:12][C:11]2[CH:13]=[CH:14][C:8]([O:7][CH2:6][CH2:5][S:2]([CH3:1])(=[O:3])=[O:4])=[CH:9][CH:10]=2)=[N:32][CH:31]=1. (4) Given the reactants [CH3:1][C:2]1([CH2:7][CH2:8][CH2:9][N+:10]([O-])=O)[O:6][CH2:5][CH2:4][O:3]1, predict the reaction product. The product is: [CH3:1][C:2]1([CH2:7][CH2:8][CH2:9][NH2:10])[O:6][CH2:5][CH2:4][O:3]1.